Dataset: Retrosynthesis with 50K atom-mapped reactions and 10 reaction types from USPTO. Task: Predict the reactants needed to synthesize the given product. (1) Given the product CCCn1cncc1CS(=O)c1ccc(N)cc1, predict the reactants needed to synthesize it. The reactants are: CCCn1cncc1CSc1ccc(N)cc1.OO. (2) The reactants are: NC1CC1.O=C(O)c1csc(Br)n1. Given the product O=C(NC1CC1)c1csc(Br)n1, predict the reactants needed to synthesize it. (3) The reactants are: CCOC(=O)C(=CNC1CC1)C(=O)c1cc([N+](=O)[O-])c(F)c(Cl)c1F. Given the product CCOC(=O)c1cn(C2CC2)c2c(Cl)c(F)c([N+](=O)[O-])cc2c1=O, predict the reactants needed to synthesize it. (4) Given the product Cc1ccc(-c2ccc(S(C)(=O)=O)cc2)n1C1CCCCC1, predict the reactants needed to synthesize it. The reactants are: CC(=O)CCC(=O)c1ccc(S(C)(=O)=O)cc1.NC1CCCCC1. (5) Given the product CCN(CC)CC#CCOC(=O)C(O)(c1ccccc1)C1CCCCC1, predict the reactants needed to synthesize it. The reactants are: CCN(CC)CC#CCO.O=C(O)C(O)(c1ccccc1)C1CCCCC1. (6) Given the product CCN(CC)CCOc1cc(Cl)cc(N2CCNCC2)c1, predict the reactants needed to synthesize it. The reactants are: CCN(CC)CCOc1cc(Cl)cc(N2CCN(C(=O)OC(C)(C)C)CC2)c1. (7) Given the product COC(=O)Cc1cc2ccc(F)cc2c(-c2ccc(Sc3ccccc3OC(F)(F)F)cc2)c1C, predict the reactants needed to synthesize it. The reactants are: COC(=O)Cc1cc2ccc(F)cc2c(B2OC(C)(C)C(C)(C)O2)c1C.FC(F)(F)Oc1ccccc1Sc1ccc(Br)cc1.